From a dataset of Forward reaction prediction with 1.9M reactions from USPTO patents (1976-2016). Predict the product of the given reaction. Given the reactants [CH:1]1([CH:4]([N:9]2[CH:14]=[CH:13][C:12]([O:15][CH3:16])=[C:11]([C:17]#[N:18])[C:10]2=[O:19])[C:5]([F:8])([F:7])[F:6])[CH2:3][CH2:2]1.[Br:20]N1C(=O)CCC1=O.C(=O)([O-])O.[Na+], predict the reaction product. The product is: [Br:20][C:13]1[C:12]([O:15][CH3:16])=[C:11]([C:17]#[N:18])[C:10](=[O:19])[N:9]([CH:4]([CH:1]2[CH2:3][CH2:2]2)[C:5]([F:8])([F:7])[F:6])[CH:14]=1.